This data is from Catalyst prediction with 721,799 reactions and 888 catalyst types from USPTO. The task is: Predict which catalyst facilitates the given reaction. (1) Reactant: [C@H:1]1([C:7]([OH:9])=[O:8])[CH2:6][CH2:5][CH:4]=[CH:3][CH2:2]1.[Br:10]N1C(=O)CCC1=O.[O-2].[Ca+2].ClCCl. Product: [Br:10][C@@H:4]1[C@@H:5]2[CH2:6][C@@H:1]([C:7](=[O:9])[O:8]2)[CH2:2][CH2:3]1. The catalyst class is: 93. (2) The catalyst class is: 10. Reactant: C[Si](C)(C)[C:3]1[CH:8]=[CH:7][C:6]([C:9]2[CH:14]=[CH:13][C:12]([C:15]3[CH:20]=[CH:19][C:18]([CH2:21][CH2:22][CH3:23])=[CH:17][CH:16]=3)=[CH:11][C:10]=2[F:24])=[C:5]([F:25])[C:4]=1[F:26].[I:29]Cl. Product: [F:25][C:5]1[C:4]([F:26])=[C:3]([I:29])[CH:8]=[CH:7][C:6]=1[C:9]1[CH:14]=[CH:13][C:12]([C:15]2[CH:20]=[CH:19][C:18]([CH2:21][CH2:22][CH3:23])=[CH:17][CH:16]=2)=[CH:11][C:10]=1[F:24]. (3) Reactant: [F:1][C:2]1[CH:7]=[C:6]([F:8])[CH:5]=[CH:4][C:3]=1[C@@:9]([OH:38])([CH2:32][N:33]1[CH:37]=[N:36][CH:35]=[N:34]1)[C@H:10]([S:12][C@@H:13]1[CH2:18][O:17][C@@H:16](/[CH:19]=[CH:20]/[CH:21]=[CH:22]/[C:23]2[CH:30]=[CH:29][C:26]([C:27]#[N:28])=[CH:25][C:24]=2[F:31])[O:15][CH2:14]1)[CH3:11].[H-].[Na+].[CH2:41]([O:44][C:45]([O:47][CH2:48][CH2:49][CH2:50][C:51](Cl)=[O:52])=[O:46])[CH:42]=[CH2:43].[Cl-].[NH4+]. Product: [CH2:41]([O:44][C:45]([O:47][CH2:48][CH2:49][CH2:50][C:51]([O:38][C@:9]([C:3]1[CH:4]=[CH:5][C:6]([F:8])=[CH:7][C:2]=1[F:1])([CH2:32][N:33]1[CH:37]=[N:36][CH:35]=[N:34]1)[C@H:10]([S:12][C@@H:13]1[CH2:18][O:17][C@@H:16](/[CH:19]=[CH:20]/[CH:21]=[CH:22]/[C:23]2[CH:30]=[CH:29][C:26]([C:27]#[N:28])=[CH:25][C:24]=2[F:31])[O:15][CH2:14]1)[CH3:11])=[O:52])=[O:46])[CH:42]=[CH2:43]. The catalyst class is: 42. (4) Reactant: [C:1]1([N:7]2[C:11]([NH2:12])=[CH:10][C:9]([C:13]3[CH:14]=[N:15][CH:16]=[CH:17][CH:18]=3)=[N:8]2)[CH:6]=[CH:5][CH:4]=[CH:3][CH:2]=1.C1N=CN([C:24](N2C=NC=C2)=[O:25])C=1.CCN(C(C)C)C(C)C.[F:40][C:41]1[CH:42]=[C:43]([C@@H:48]2[CH2:52][N:51]([CH2:53][CH2:54][O:55][CH3:56])[CH2:50][C@H:49]2[NH2:57])[CH:44]=[CH:45][C:46]=1[F:47]. Product: [F:40][C:41]1[CH:42]=[C:43]([C@@H:48]2[CH2:52][N:51]([CH2:53][CH2:54][O:55][CH3:56])[CH2:50][C@H:49]2[NH:57][C:24]([NH:12][C:11]2[N:7]([C:1]3[CH:6]=[CH:5][CH:4]=[CH:3][CH:2]=3)[N:8]=[C:9]([C:13]3[CH:14]=[N:15][CH:16]=[CH:17][CH:18]=3)[CH:10]=2)=[O:25])[CH:44]=[CH:45][C:46]=1[F:47]. The catalyst class is: 3. (5) Reactant: O1CCOCC1.Br[C:8]1[C:9]([CH3:25])=[CH:10][C:11]([O:14][CH2:15][C:16]2([C:20]([O:22][CH2:23][CH3:24])=[O:21])[CH2:19][CH2:18][CH2:17]2)=[N:12][CH:13]=1.[CH3:26][C:27]1([CH3:43])[C:31]([CH3:33])([CH3:32])[O:30][B:29]([B:29]2[O:30][C:31]([CH3:33])([CH3:32])[C:27]([CH3:43])([CH3:26])[O:28]2)[O:28]1.C([O-])(=O)C.[K+]. Product: [CH3:25][C:9]1[C:8]([B:29]2[O:30][C:31]([CH3:33])([CH3:32])[C:27]([CH3:43])([CH3:26])[O:28]2)=[CH:13][N:12]=[C:11]([O:14][CH2:15][C:16]2([C:20]([O:22][CH2:23][CH3:24])=[O:21])[CH2:19][CH2:18][CH2:17]2)[CH:10]=1. The catalyst class is: 69. (6) Reactant: [N:1]1[CH:6]=[CH:5][N:4]=[C:3]2[C:7]([O:9][C:10](=[O:11])[C:2]=12)=[O:8].[CH2:12]([NH2:16])[CH2:13][CH2:14][NH2:15]. Product: [NH2:15][CH2:14][CH2:13][CH2:12][NH:16][C:7]([C:3]1[C:2]([C:10]([OH:9])=[O:11])=[N:1][CH:6]=[CH:5][N:4]=1)=[O:8]. The catalyst class is: 8. (7) Product: [OH:22][C@H:19]1[CH2:20][CH2:21][C@H:16]([NH:15][C:12]([NH:11][C:1]23[CH2:10][CH:5]4[CH2:6][CH:7]([CH2:9][CH:3]([CH2:4]4)[CH2:2]2)[CH2:8]3)=[O:13])[CH2:17][CH2:18]1. Reactant: [C:1]12([N:11]=[C:12]=[O:13])[CH2:10][CH:5]3[CH2:6][CH:7]([CH2:9][CH:3]([CH2:4]3)[CH2:2]1)[CH2:8]2.Cl.[NH2:15][C@H:16]1[CH2:21][CH2:20][C@H:19]([OH:22])[CH2:18][CH2:17]1.C(N(CC)CC)C.O. The catalyst class is: 3.